From a dataset of Forward reaction prediction with 1.9M reactions from USPTO patents (1976-2016). Predict the product of the given reaction. (1) Given the reactants [C:1]1([C:7]([N:9]2[CH2:14][CH2:13][CH:12]([CH2:15][N:16]3[C:24]4[C:19](=[CH:20][C:21]([C:25]#[C:26][Si](C)(C)C)=[CH:22][CH:23]=4)[CH:18]=[CH:17]3)[CH2:11][CH2:10]2)=[O:8])[CH:6]=[CH:5][CH:4]=[CH:3][CH:2]=1.C(=O)([O-])[O-].[K+].[K+].C(OCC)(=O)C.O, predict the reaction product. The product is: [C:25]([C:21]1[CH:20]=[C:19]2[C:24](=[CH:23][CH:22]=1)[N:16]([CH2:15][CH:12]1[CH2:13][CH2:14][N:9]([C:7]([C:1]3[CH:2]=[CH:3][CH:4]=[CH:5][CH:6]=3)=[O:8])[CH2:10][CH2:11]1)[CH:17]=[CH:18]2)#[CH:26]. (2) Given the reactants [CH3:1][O:2][C:3]1[CH:11]=[C:10]([C:12]([F:15])([F:14])[F:13])[CH:9]=[CH:8][C:4]=1[C:5]([OH:7])=O.[NH2:16][CH2:17][C:18]1[CH:19]=[C:20]([CH:36]=[C:37]([F:39])[CH:38]=1)[O:21][C:22]1[CH:34]=[CH:33][C:25]([O:26][C:27]([CH3:32])([CH3:31])[C:28]([OH:30])=[O:29])=[C:24]([CH3:35])[CH:23]=1, predict the reaction product. The product is: [F:39][C:37]1[CH:36]=[C:20]([CH:19]=[C:18]([CH2:17][NH:16][C:5](=[O:7])[C:4]2[CH:8]=[CH:9][C:10]([C:12]([F:15])([F:14])[F:13])=[CH:11][C:3]=2[O:2][CH3:1])[CH:38]=1)[O:21][C:22]1[CH:34]=[CH:33][C:25]([O:26][C:27]([CH3:31])([CH3:32])[C:28]([OH:30])=[O:29])=[C:24]([CH3:35])[CH:23]=1.